From a dataset of TCR-epitope binding with 47,182 pairs between 192 epitopes and 23,139 TCRs. Binary Classification. Given a T-cell receptor sequence (or CDR3 region) and an epitope sequence, predict whether binding occurs between them. (1) The epitope is CTELKLSDY. The TCR CDR3 sequence is CASSQDPLGTTDTQYF. Result: 0 (the TCR does not bind to the epitope). (2) The epitope is FLNGSCGSV. The TCR CDR3 sequence is CATSDLRKSDNQETQYF. Result: 1 (the TCR binds to the epitope). (3) The epitope is NLWNTFTRL. The TCR CDR3 sequence is CASSLVTGAGNEQFF. Result: 0 (the TCR does not bind to the epitope). (4) Result: 1 (the TCR binds to the epitope). The epitope is LPRRSGAAGA. The TCR CDR3 sequence is CASSPPSGSAYNEQFF. (5) The epitope is EIYKRWII. The TCR CDR3 sequence is CASSQGSGLLPGEQFF. Result: 1 (the TCR binds to the epitope).